Dataset: Reaction yield outcomes from USPTO patents with 853,638 reactions. Task: Predict the reaction yield, written as a fraction of the theoretical maximum amount of product (1.0 means a 100% yield; for example, 0.34 means a 34% yield). (1) The reactants are [F:1][C:2]1[CH:3]=[CH:4][C:5]([NH:8][NH2:9])=[N:6][CH:7]=1.[CH3:10][N:11]([CH3:15])[C:12](Cl)=[O:13].CCN(C(C)C)C(C)C. The catalyst is C(Cl)Cl. The product is [F:1][C:2]1[CH:3]=[CH:4][C:5]([NH:8][NH:9][C:12]([N:11]([CH3:15])[CH3:10])=[O:13])=[N:6][CH:7]=1. The yield is 0.770. (2) The reactants are [CH3:1][C:2]1[O:6][N:5]=[C:4]([NH2:7])[CH:3]=1.Br[C:9]1[C:10](=[O:17])[N:11]([CH3:16])[CH:12]=[C:13]([Br:15])[CH:14]=1.CC1(C)C2C(=C(P(C3C=CC=CC=3)C3C=CC=CC=3)C=CC=2)OC2C(P(C3C=CC=CC=3)C3C=CC=CC=3)=CC=CC1=2.C([O-])([O-])=O.[Cs+].[Cs+]. The catalyst is C1C=CC(/C=C/C(/C=C/C2C=CC=CC=2)=O)=CC=1.C1C=CC(/C=C/C(/C=C/C2C=CC=CC=2)=O)=CC=1.C1C=CC(/C=C/C(/C=C/C2C=CC=CC=2)=O)=CC=1.[Pd].[Pd].O1CCOCC1. The product is [Br:15][C:13]1[CH:14]=[C:9]([NH:7][C:4]2[CH:3]=[C:2]([CH3:1])[O:6][N:5]=2)[C:10](=[O:17])[N:11]([CH3:16])[CH:12]=1. The yield is 0.550. (3) The reactants are [Cl:1][C:2]1[C:3](=[O:25])[N:4]([CH3:24])[CH:5]=[C:6]([C:9]([N:11]2[CH2:16][CH2:15][CH:14]([C:17]3[CH:22]=[CH:21][C:20]([F:23])=[CH:19][CH:18]=3)[CH2:13][CH2:12]2)=[O:10])[C:7]=1Cl.[CH3:26][C:27]1[CH:32]=[C:31]([CH3:33])[N:30]=[CH:29][C:28]=1[NH2:34]. No catalyst specified. The product is [Cl:1][C:2]1[C:3](=[O:25])[N:4]([CH3:24])[CH:5]=[C:6]([C:9]([N:11]2[CH2:16][CH2:15][CH:14]([C:17]3[CH:22]=[CH:21][C:20]([F:23])=[CH:19][CH:18]=3)[CH2:13][CH2:12]2)=[O:10])[C:7]=1[NH:34][C:28]1[CH:29]=[N:30][C:31]([CH3:33])=[CH:32][C:27]=1[CH3:26]. The yield is 0.560. (4) The reactants are [N+:1]([O-:4])([O-])=[O:2].[K+].[Br:6][C:7]1[C:16]2[C:11](=[CH:12][CH:13]=[CH:14][CH:15]=2)[CH:10]=[N:9][CH:8]=1. The catalyst is S(=O)(=O)(O)O. The product is [Br:6][C:7]1[C:16]2[C:11](=[CH:12][CH:13]=[CH:14][C:15]=2[N+:1]([O-:4])=[O:2])[CH:10]=[N:9][CH:8]=1. The yield is 0.890. (5) The reactants are C(O[C:4](=[O:11])[C:5]1[CH:10]=[CH:9][N:8]=[CH:7][CH:6]=1)C.[CH:12]1([NH2:15])[CH2:14][CH2:13]1. No catalyst specified. The product is [CH:12]1([NH:15][C:4](=[O:11])[C:5]2[CH:6]=[CH:7][N:8]=[CH:9][CH:10]=2)[CH2:14][CH2:13]1. The yield is 0.500. (6) The reactants are B(Br)(Br)Br.[Cl:5][C:6]1[C:15]2[C:10](=[CH:11][C:12]([O:16]C)=[CH:13][CH:14]=2)[CH:9]=[CH:8][C:7]=1[CH2:18][CH:19]1[CH2:23][CH2:22][N:21]([CH:24]2[CH2:29][CH2:28][CH2:27][CH2:26][CH2:25]2)[C:20]1=[O:30].O.CO. The catalyst is C(Cl)Cl. The product is [Cl:5][C:6]1[C:15]2[C:10](=[CH:11][C:12]([OH:16])=[CH:13][CH:14]=2)[CH:9]=[CH:8][C:7]=1[CH2:18][CH:19]1[CH2:23][CH2:22][N:21]([CH:24]2[CH2:29][CH2:28][CH2:27][CH2:26][CH2:25]2)[C:20]1=[O:30]. The yield is 0.810. (7) The reactants are [CH2:1]([O:3][C:4](=[O:36])[NH:5][CH:6]1[CH2:15][CH2:14][C:13]2[C:8](=[CH:9][C:10]([O:16][CH2:17][CH2:18][NH:19]C(OC(C)(C)C)=O)=[CH:11][CH:12]=2)[CH:7]1[CH2:27][C:28]1[CH:33]=[CH:32][C:31]([Cl:34])=[C:30]([Cl:35])[CH:29]=1)[CH3:2].Cl. The catalyst is C(Cl)Cl.CC(O)C. The product is [ClH:34].[NH2:19][CH2:18][CH2:17][O:16][C:10]1[CH:9]=[C:8]2[C:13]([CH2:14][CH2:15][CH:6]([NH:5][C:4](=[O:36])[O:3][CH2:1][CH3:2])[CH:7]2[CH2:27][C:28]2[CH:33]=[CH:32][C:31]([Cl:34])=[C:30]([Cl:35])[CH:29]=2)=[CH:12][CH:11]=1. The yield is 0.720.